Dataset: Full USPTO retrosynthesis dataset with 1.9M reactions from patents (1976-2016). Task: Predict the reactants needed to synthesize the given product. (1) Given the product [CH3:16][CH:15]([O:14][C:12]1[CH:13]=[C:9]([NH:8][C:6]2[CH:5]=[CH:4][N:3]=[C:2]([NH:30][CH2:29][C:27]3[O:26][N:25]=[C:24]([C:19]4[N:20]=[CH:21][CH:22]=[CH:23][N:18]=4)[CH:28]=3)[N:7]=2)[NH:10][N:11]=1)[CH3:17], predict the reactants needed to synthesize it. The reactants are: Cl[C:2]1[N:7]=[C:6]([NH:8][C:9]2[NH:10][N:11]=[C:12]([O:14][CH:15]([CH3:17])[CH3:16])[CH:13]=2)[CH:5]=[CH:4][N:3]=1.[N:18]1[CH:23]=[CH:22][CH:21]=[N:20][C:19]=1[C:24]1[CH:28]=[C:27]([CH2:29][NH2:30])[O:26][N:25]=1.C(O)(C(F)(F)F)=O. (2) Given the product [CH3:34][O:35][C:36]1[CH:37]=[CH:38][C:39]([C:42]2[CH:47]=[CH:46][C:45]([S:48]([NH:23][C@H:22]([C:24]([NH2:26])=[O:25])[CH2:21][S:20][C:1]([C:8]3[CH:13]=[CH:12][CH:11]=[CH:10][CH:9]=3)([C:14]3[CH:15]=[CH:16][CH:17]=[CH:18][CH:19]=3)[C:2]3[CH:3]=[CH:4][CH:5]=[CH:6][CH:7]=3)(=[O:50])=[O:49])=[CH:44][CH:43]=2)=[CH:40][CH:41]=1, predict the reactants needed to synthesize it. The reactants are: [C:1]([S:20][CH2:21][C@@H:22]([C:24]([NH2:26])=[O:25])[NH2:23])([C:14]1[CH:19]=[CH:18][CH:17]=[CH:16][CH:15]=1)([C:8]1[CH:13]=[CH:12][CH:11]=[CH:10][CH:9]=1)[C:2]1[CH:7]=[CH:6][CH:5]=[CH:4][CH:3]=1.C(N(CC)CC)C.[CH3:34][O:35][C:36]1[CH:41]=[CH:40][C:39]([C:42]2[CH:47]=[CH:46][C:45]([S:48](Cl)(=[O:50])=[O:49])=[CH:44][CH:43]=2)=[CH:38][CH:37]=1. (3) Given the product [I:15][C:16]1[CH:17]=[C:18]([CH:22]=[CH:23][CH:24]=1)[C:19]([O:21][CH2:13][C:7]1[CH:8]=[C:9]2[C:4](=[CH:5][CH:6]=1)[N:3]=[C:2]([NH2:1])[N:11]=[C:10]2[NH2:12])=[O:20], predict the reactants needed to synthesize it. The reactants are: [NH2:1][C:2]1[N:11]=[C:10]([NH2:12])[C:9]2[C:4](=[CH:5][CH:6]=[C:7]([CH2:13]Br)[CH:8]=2)[N:3]=1.[I:15][C:16]1[CH:17]=[C:18]([CH:22]=[CH:23][CH:24]=1)[C:19]([OH:21])=[O:20].C(=O)([O-])[O-].[K+].[K+]. (4) Given the product [CH3:6][O:7][C:8](=[O:21])[C:9]1[CH:14]=[CH:13][C:12]([C:15]([NH:5][CH2:1][CH:2]([CH3:4])[CH3:3])=[O:16])=[C:11]([N+:18]([O-:20])=[O:19])[CH:10]=1, predict the reactants needed to synthesize it. The reactants are: [CH2:1]([NH2:5])[CH:2]([CH3:4])[CH3:3].[CH3:6][O:7][C:8](=[O:21])[C:9]1[CH:14]=[CH:13][C:12]([C:15](Cl)=[O:16])=[C:11]([N+:18]([O-:20])=[O:19])[CH:10]=1. (5) Given the product [CH3:1][O:2][C:3](=[O:4])[CH2:5][CH2:6][NH:7][S:8]([C:11]1[CH:12]=[CH:13][C:14]([C:15]2[O:17][N:45]=[C:44]([C:46]3[CH:51]=[CH:50][C:49]([C:52]4[CH:57]=[CH:56][CH:55]=[CH:54][CH:53]=4)=[C:48]([C:58]([F:59])([F:60])[F:61])[CH:47]=3)[N:43]=2)=[CH:18][CH:19]=1)(=[O:9])=[O:10], predict the reactants needed to synthesize it. The reactants are: [CH3:1][O:2][C:3]([CH2:5][CH2:6][NH:7][S:8]([C:11]1[CH:19]=[CH:18][C:14]([C:15]([OH:17])=O)=[CH:13][CH:12]=1)(=[O:10])=[O:9])=[O:4].CCN=C=NCCCN(C)C.Cl.C1C=CC2N(O)N=NC=2C=1.O[NH:43][C:44]([C:46]1[CH:51]=[CH:50][C:49]([C:52]2[CH:57]=[CH:56][CH:55]=[CH:54][CH:53]=2)=[C:48]([C:58]([F:61])([F:60])[F:59])[CH:47]=1)=[NH:45]. (6) Given the product [CH:21]1([C:12]2[N:11]=[C:10]([O:24][CH3:25])[C:9]([CH:1]=[O:2])=[C:14]([O:15][CH2:16][C:17]([F:20])([F:19])[F:18])[N:13]=2)[CH2:23][CH2:22]1, predict the reactants needed to synthesize it. The reactants are: [C:1](=O)=[O:2].CC(C)=O.Br[C:9]1[C:10]([O:24][CH3:25])=[N:11][C:12]([CH:21]2[CH2:23][CH2:22]2)=[N:13][C:14]=1[O:15][CH2:16][C:17]([F:20])([F:19])[F:18].C([Li])CCC.Cl. (7) The reactants are: [F:1][C:2]([F:21])([C:7]1[O:8][C:9]2[C:10](=[C:12]([C:16]([O:18]CC)=[O:17])[CH:13]=[CH:14][CH:15]=2)[N:11]=1)[C:3]([F:6])([F:5])[F:4].O1CCCC1.[OH-].[Na+].Cl. Given the product [F:21][C:2]([F:1])([C:7]1[O:8][C:9]2[C:10](=[C:12]([C:16]([OH:18])=[O:17])[CH:13]=[CH:14][CH:15]=2)[N:11]=1)[C:3]([F:6])([F:5])[F:4], predict the reactants needed to synthesize it. (8) The reactants are: [C:1]([O:5][C:6]([N:8]1[CH2:42][CH2:41][CH2:40][C:10]2([CH2:15][N:14]([CH2:16][C:17]3[C:22]([O:23][CH3:24])=[CH:21][C:20]([O:25][CH3:26])=[CH:19][C:18]=3[O:27][CH3:28])[C:13](=[O:29])[C:12]3[CH:30]=[C:31]([C:33]4[CH:38]=[CH:37][N:36]=[C:35](Cl)[N:34]=4)[NH:32][C:11]2=3)[CH2:9]1)=[O:7])([CH3:4])([CH3:3])[CH3:2].C(OC(N1CCCC(C(O)=O)C1)=O)(C)(C)C.[CH3:59][O:60][CH2:61][CH2:62][O:63][C:64]1[CH:69]=[CH:68][C:67](B2OC(C)(C)C(C)(C)O2)=[CH:66][C:65]=1[NH:79][C:80](=[O:83])[CH:81]=[CH2:82].C(=O)([O-])[O-].[Na+].[Na+]. Given the product [C:80]([NH:79][C:65]1[CH:66]=[C:67]([C:35]2[N:34]=[C:33]([C:31]3[NH:32][C:11]4[C:10]5([CH2:40][CH2:41][CH2:42][N:8]([C:6]([O:5][C:1]([CH3:4])([CH3:3])[CH3:2])=[O:7])[CH2:9]5)[CH2:15][N:14]([CH2:16][C:17]5[C:18]([O:27][CH3:28])=[CH:19][C:20]([O:25][CH3:26])=[CH:21][C:22]=5[O:23][CH3:24])[C:13](=[O:29])[C:12]=4[CH:30]=3)[CH:38]=[CH:37][N:36]=2)[CH:68]=[CH:69][C:64]=1[O:63][CH2:62][CH2:61][O:60][CH3:59])(=[O:83])[CH:81]=[CH2:82], predict the reactants needed to synthesize it.